Dataset: Full USPTO retrosynthesis dataset with 1.9M reactions from patents (1976-2016). Task: Predict the reactants needed to synthesize the given product. (1) Given the product [CH:18]1([CH2:17][S:14]([CH:11]2[CH2:12][CH2:13][C:8]([CH2:7][NH:6][C:4](=[O:5])[C:3]3[CH:25]=[CH:26][C:27]([C:29]([F:32])([F:31])[F:30])=[N:28][C:2]=3[N:39]([CH3:40])[CH3:38])([CH2:21][CH:22]3[CH2:24][CH2:23]3)[CH2:9][CH2:10]2)(=[O:16])=[O:15])[CH2:20][CH2:19]1, predict the reactants needed to synthesize it. The reactants are: Cl[C:2]1[N:28]=[C:27]([C:29]([F:32])([F:31])[F:30])[CH:26]=[CH:25][C:3]=1[C:4]([NH:6][CH2:7][C:8]1([CH2:21][CH:22]2[CH2:24][CH2:23]2)[CH2:13][CH2:12][CH:11]([S:14]([CH2:17][CH:18]2[CH2:20][CH2:19]2)(=[O:16])=[O:15])[CH2:10][CH2:9]1)=[O:5].O1CCCC1.[CH3:38][NH:39][CH3:40]. (2) Given the product [Cl:15][C:16]1[CH:21]=[CH:20][C:19]([O:12][CH2:11][CH2:10][CH2:9][N:8]([CH2:13][CH3:14])[CH2:6][CH3:7])=[CH:18][C:17]=1[N+:23]([O-:25])=[O:24], predict the reactants needed to synthesize it. The reactants are: CS(Cl)(=O)=O.[CH2:6]([N:8]([CH2:13][CH3:14])[CH2:9][CH2:10][CH2:11][OH:12])[CH3:7].[Cl:15][C:16]1[CH:21]=[CH:20][C:19](O)=[CH:18][C:17]=1[N+:23]([O-:25])=[O:24].C([O-])([O-])=O.[K+].[K+]. (3) Given the product [F:1][C:2]1[CH:14]=[C:13]([CH:12]=[CH:11][C:3]=1[O:4][CH2:5][C:10]1[CH:9]=[CH:8][CH:7]=[CH:37][N:39]=1)[CH2:15][C:16]1[CH:29]=[C:28]([C:30]2[C:31]([NH2:36])=[N:32][CH:33]=[CH:34][CH:35]=2)[O:19][N:17]=1, predict the reactants needed to synthesize it. The reactants are: [F:1][C:2]1[CH:14]=[C:13]([CH2:15][CH2:16][N+:17]([O-:19])=O)[CH:12]=[CH:11][C:3]=1[O:4][C:5]1[CH:10]=[CH:9][CH:8]=[CH:7]N=1.C[O-].[Li+].C(=O)([O-])O.[Na+].[C:28]([C:30]1[C:31]([NH2:36])=[N:32][CH:33]=[CH:34][CH:35]=1)#[CH:29].[CH2:37]([N:39](CC)CC)C. (4) Given the product [CH3:1][O:15][C:14]([C:13]1[C:6]2[S:5][CH:9]=[CH:8][C:7]=2[CH:10]=[CH:11][CH:12]=1)=[O:16], predict the reactants needed to synthesize it. The reactants are: [C:1](Cl)(=O)C.[S:5]1[CH:9]=[CH:8][C:7]2[CH:10]=[CH:11][CH:12]=[C:13]([C:14]([OH:16])=[O:15])[C:6]1=2.